Dataset: Catalyst prediction with 721,799 reactions and 888 catalyst types from USPTO. Task: Predict which catalyst facilitates the given reaction. (1) The catalyst class is: 4. Product: [OH:19][C:8]1([CH3:22])[CH2:7][O:6][C:5]2[CH:20]=[CH:21][C:2]([I:1])=[CH:3][C:4]=2[N:10]2[N:11]=[C:12]([C:14]([O:16][CH2:17][CH3:18])=[O:15])[CH:13]=[C:9]12. Reactant: [I:1][C:2]1[CH:21]=[CH:20][C:5]2[O:6][CH2:7][C:8](=[O:19])[C:9]3[N:10]([N:11]=[C:12]([C:14]([O:16][CH2:17][CH3:18])=[O:15])[CH:13]=3)[C:4]=2[CH:3]=1.[CH3:22][Al](C)C. (2) Reactant: [F:1][C:2]1[CH:7]=[CH:6][C:5]([C:8]2[S:12][C:11]3[CH:13]=[C:14]([O:17][CH3:18])[CH:15]=[CH:16][C:10]=3[C:9]=2[O:19][C:20]2[CH:25]=[CH:24][C:23](/[CH:26]=[CH:27]/[C:28]([O:30]C(C)(C)C)=[O:29])=[CH:22][CH:21]=2)=[C:4]([CH3:35])[CH:3]=1.O1CCOCC1. The catalyst class is: 33. Product: [F:1][C:2]1[CH:7]=[CH:6][C:5]([C:8]2[S:12][C:11]3[CH:13]=[C:14]([O:17][CH3:18])[CH:15]=[CH:16][C:10]=3[C:9]=2[O:19][C:20]2[CH:25]=[CH:24][C:23](/[CH:26]=[CH:27]/[C:28]([OH:30])=[O:29])=[CH:22][CH:21]=2)=[C:4]([CH3:35])[CH:3]=1. (3) Reactant: C(OC([N:8]1[CH2:12][CH2:11][CH:10]([N:13]([C:44](=[O:46])[CH3:45])[CH2:14][C:15]2[CH:20]=[C:19]([O:21][C:22]3[CH:23]=[C:24]4[C:28](=[CH:29][CH:30]=3)[N:27]([C:31](=[O:43])[NH:32][C:33]3[CH:38]=[CH:37][CH:36]=[C:35]([C:39]([F:42])([F:41])[F:40])[CH:34]=3)[CH:26]=[CH:25]4)[N:18]=[CH:17][N:16]=2)[CH2:9]1)=O)(C)(C)C.C(Cl)Cl.C(O)(C(F)(F)F)=O.N. Product: [F:42][C:39]([F:40])([F:41])[C:35]1[CH:34]=[C:33]([NH:32][C:31]([N:27]2[C:28]3[C:24](=[CH:23][C:22]([O:21][C:19]4[CH:20]=[C:15]([CH2:14][N:13]([C:44](=[O:46])[CH3:45])[CH:10]5[CH2:11][CH2:12][NH:8][CH2:9]5)[N:16]=[CH:17][N:18]=4)=[CH:30][CH:29]=3)[CH:25]=[CH:26]2)=[O:43])[CH:38]=[CH:37][CH:36]=1. The catalyst class is: 100. (4) Reactant: C[O-].[Na+].[CH3:4][C:5]1[N:14]=[CH:13][C:12]2[CH2:11][CH2:10][CH:9]3[CH:15]([CH3:22])[C:16]4[O:20][N:19]=[CH:18][C:17]=4[CH2:21][C:8]3([C:23]3[CH:28]=[CH:27][CH:26]=[CH:25][CH:24]=3)[C:7]=2[N:6]=1. Product: [CH3:4][C:5]1[N:14]=[CH:13][C:12]2[CH2:11][CH2:10][CH:9]3[CH:15]([CH3:22])[C:16](=[O:20])[CH:17]([C:18]#[N:19])[CH2:21][C:8]3([C:23]3[CH:24]=[CH:25][CH:26]=[CH:27][CH:28]=3)[C:7]=2[N:6]=1. The catalyst class is: 111. (5) Reactant: [C:1]([NH:11][C@H:12]([C:17]([OH:19])=[O:18])[CH2:13][CH:14]([CH3:16])[CH3:15])([O:3][CH2:4][C:5]1[CH:10]=[CH:9][CH:8]=[CH:7][CH:6]=1)=[O:2].[CH3:20]I.[H-].[Na+]. Product: [CH3:20][N:11]([C:1]([O:3][CH2:4][C:5]1[CH:10]=[CH:9][CH:8]=[CH:7][CH:6]=1)=[O:2])[C@H:12]([C:17]([OH:19])=[O:18])[CH2:13][CH:14]([CH3:16])[CH3:15]. The catalyst class is: 387.